This data is from NCI-60 drug combinations with 297,098 pairs across 59 cell lines. The task is: Regression. Given two drug SMILES strings and cell line genomic features, predict the synergy score measuring deviation from expected non-interaction effect. (1) Drug 1: CC(C)(C#N)C1=CC(=CC(=C1)CN2C=NC=N2)C(C)(C)C#N. Drug 2: C1=NC2=C(N1)C(=S)N=CN2. Cell line: A549. Synergy scores: CSS=24.1, Synergy_ZIP=-6.68, Synergy_Bliss=-0.373, Synergy_Loewe=-2.11, Synergy_HSA=-1.26. (2) Drug 1: C1=CC(=C2C(=C1NCCNCCO)C(=O)C3=C(C=CC(=C3C2=O)O)O)NCCNCCO. Drug 2: CC(C1=C(C=CC(=C1Cl)F)Cl)OC2=C(N=CC(=C2)C3=CN(N=C3)C4CCNCC4)N. Cell line: HL-60(TB). Synergy scores: CSS=58.3, Synergy_ZIP=0.889, Synergy_Bliss=-0.151, Synergy_Loewe=-11.3, Synergy_HSA=-0.596. (3) Drug 1: CC(CN1CC(=O)NC(=O)C1)N2CC(=O)NC(=O)C2. Drug 2: CC1=C(C(CCC1)(C)C)C=CC(=CC=CC(=CC(=O)O)C)C. Cell line: SK-MEL-5. Synergy scores: CSS=3.99, Synergy_ZIP=-3.48, Synergy_Bliss=-0.0940, Synergy_Loewe=0.289, Synergy_HSA=0.0943.